From a dataset of Full USPTO retrosynthesis dataset with 1.9M reactions from patents (1976-2016). Predict the reactants needed to synthesize the given product. (1) Given the product [CH3:1][N:2]1[C:6]([C:7]2[CH:12]=[CH:11][C:10]([NH:13][C:14]([CH:16]3[CH2:19][N:18]([C:20]4[N:21]=[N:22][CH:23]=[CH:24][CH:25]=4)[CH2:17]3)=[O:15])=[CH:9][CH:8]=2)=[CH:5][C:4]([C:26]([OH:28])=[O:27])=[N:3]1, predict the reactants needed to synthesize it. The reactants are: [CH3:1][N:2]1[C:6]([C:7]2[CH:12]=[CH:11][C:10]([NH:13][C:14]([CH:16]3[CH2:19][N:18]([C:20]4[N:21]=[N:22][CH:23]=[CH:24][CH:25]=4)[CH2:17]3)=[O:15])=[CH:9][CH:8]=2)=[CH:5][C:4]([C:26]([O:28]CC)=[O:27])=[N:3]1.CO.[OH-].[Li+]. (2) Given the product [Si:1]([O:18][CH2:19][CH2:20][CH2:21][N:22]1[CH2:23][C:24]2[CH:30]=[CH:29][CH:28]=[CH:27][C:25]=2[NH:26][S:31]1(=[O:33])=[O:32])([C:14]([CH3:15])([CH3:16])[CH3:17])([C:2]1[CH:3]=[CH:4][CH:5]=[CH:6][CH:7]=1)[C:8]1[CH:13]=[CH:12][CH:11]=[CH:10][CH:9]=1, predict the reactants needed to synthesize it. The reactants are: [Si:1]([O:18][CH2:19][CH2:20][CH2:21][NH:22][CH2:23][C:24]1[CH:30]=[CH:29][CH:28]=[CH:27][C:25]=1[NH2:26])([C:14]([CH3:17])([CH3:16])[CH3:15])([C:8]1[CH:13]=[CH:12][CH:11]=[CH:10][CH:9]=1)[C:2]1[CH:7]=[CH:6][CH:5]=[CH:4][CH:3]=1.[S:31](N)(N)(=[O:33])=[O:32].